Dataset: Forward reaction prediction with 1.9M reactions from USPTO patents (1976-2016). Task: Predict the product of the given reaction. (1) Given the reactants C(OC([NH:8][C@@H:9]([CH:13]1[CH2:18][CH2:17][CH2:16][CH2:15][CH2:14]1)[C:10](O)=[O:11])=O)(C)(C)C.F[P-](F)(F)(F)(F)F.N1(OC(N(C)C)=[N+](C)C)C2N=CC=CC=2N=N1.Cl.Cl.[O:45]1[C:54]2[C:49](=[CH:50][CH:51]=[CH:52][CH:53]=2)[C@H:48]([NH:55][C:56]([C@@H:58]2[CH2:63][N:62]3[CH2:64][CH2:65][CH2:66][C@@H:61]3[CH2:60][NH:59]2)=[O:57])[CH2:47][CH2:46]1.C(N(C(C)C)C(C)C)C, predict the reaction product. The product is: [NH2:8][C@@H:9]([CH:13]1[CH2:18][CH2:17][CH2:16][CH2:15][CH2:14]1)[C:10]([N:59]1[C@H:58]([C:56]([NH:55][C@H:48]2[C:49]3[C:54](=[CH:53][CH:52]=[CH:51][CH:50]=3)[O:45][CH2:46][CH2:47]2)=[O:57])[CH2:63][N:62]2[CH2:64][CH2:65][CH2:66][C@@H:61]2[CH2:60]1)=[O:11]. (2) Given the reactants [Cl:1][C:2]1[CH:7]=[CH:6][C:5]([NH2:8])=[C:4]([NH2:9])[CH:3]=1.[C:10]1([CH:16]2[CH2:22][C:21](=O)[O:20][C:18](=[O:19])[CH2:17]2)[CH:15]=[CH:14][CH:13]=[CH:12][CH:11]=1, predict the reaction product. The product is: [Cl:1][C:2]1[CH:7]=[CH:6][C:5]2[N:8]=[C:21]([CH2:22][CH:16]([C:10]3[CH:15]=[CH:14][CH:13]=[CH:12][CH:11]=3)[CH2:17][C:18]([OH:20])=[O:19])[NH:9][C:4]=2[CH:3]=1.[ClH:1]. (3) Given the reactants C[O:2][C:3](=[O:33])[CH2:4][C:5]1[CH:6]=[C:7]([C:15]2[CH:20]=[CH:19][C:18]([C:21]([F:24])([F:23])[F:22])=[CH:17][C:16]=2[CH2:25][N:26]([CH2:31][CH3:32])[C:27]([NH:29][CH3:30])=[O:28])[CH:8]=[C:9]([C:11]([F:14])([F:13])[F:12])[CH:10]=1.[Li+].[OH-].Cl, predict the reaction product. The product is: [CH2:31]([N:26]([CH2:25][C:16]1[CH:17]=[C:18]([C:21]([F:23])([F:24])[F:22])[CH:19]=[CH:20][C:15]=1[C:7]1[CH:8]=[C:9]([C:11]([F:12])([F:13])[F:14])[CH:10]=[C:5]([CH2:4][C:3]([OH:33])=[O:2])[CH:6]=1)[C:27]([NH:29][CH3:30])=[O:28])[CH3:32]. (4) The product is: [F:8][C:7]1[C:2]([F:1])=[C:3]2[C:4]([CH:22]=[C:21]([Si:18]([CH3:20])([CH3:19])[CH3:17])[C:10]([OH:11])=[CH:9]2)=[CH:5][CH:6]=1. Given the reactants [F:1][C:2]1[C:7]([F:8])=[CH:6][CH:5]=[CH:4][C:3]=1[CH2:9][C:10](Cl)=[O:11].[Cl-].[Al+3].[Cl-].[Cl-].[CH3:17][Si:18]([C:21]#[CH:22])([CH3:20])[CH3:19].Cl, predict the reaction product. (5) The product is: [CH2:1]([C:3]1[C:11]([O:12][CH3:13])=[CH:10][CH:9]=[CH:8][C:4]=1[C:5]([N:14]1[CH2:19][CH2:18][O:17][CH2:16][CH2:15]1)=[O:7])[CH3:2]. Given the reactants [CH2:1]([C:3]1[C:11]([O:12][CH3:13])=[CH:10][CH:9]=[CH:8][C:4]=1[C:5]([OH:7])=O)[CH3:2].[NH:14]1[CH2:19][CH2:18][O:17][CH2:16][CH2:15]1.Cl.C(N=C=NCCCN(C)C)C.ON1C2C=CC=CC=2N=N1, predict the reaction product.